This data is from Forward reaction prediction with 1.9M reactions from USPTO patents (1976-2016). The task is: Predict the product of the given reaction. (1) Given the reactants Cl.[NH2:2][C@H:3]([C:6]([OH:8])=[O:7])[CH2:4][SH:5].[CH3:9][C:10]1[C:15]([OH:16])=[C:14]([CH:17]=O)[C:13]([CH2:19][OH:20])=[CH:12][N:11]=1.Cl.C(=O)([O-])O.[Na+].O, predict the reaction product. The product is: [OH:16][C:15]1[C:10]([CH3:9])=[N:11][CH:12]=[C:13]([CH2:19][OH:20])[C:14]=1[CH:17]1[NH:2][CH:3]([C:6]([OH:8])=[O:7])[CH2:4][S:5]1. (2) Given the reactants CC(C)=O.OS(O)(=O)=O.O=[Cr](=O)=O.[CH3:14][C:15]([O:18][C:19]([N:21]1[C@H:25]([C:26]([O:28][CH3:29])=[O:27])[CH2:24][C@@H:23]([OH:30])[CH2:22]1)=[O:20])([CH3:17])[CH3:16], predict the reaction product. The product is: [CH3:29][O:28][C:26]([C@@H:25]1[CH2:24][C:23](=[O:30])[CH2:22][N:21]1[C:19]([O:18][C:15]([CH3:17])([CH3:16])[CH3:14])=[O:20])=[O:27]. (3) Given the reactants [CH2:1]([N:8]1[CH2:17][CH2:16][C:15]2[C:10](=[N:11][C:12](Cl)=[C:13]([NH:18][CH:19]([CH3:21])[CH3:20])[N:14]=2)[CH2:9]1)[C:2]1[CH:7]=[CH:6][CH:5]=[CH:4][CH:3]=1.Cl.[F:24][C:25]1[CH:30]=[CH:29][CH:28]=[CH:27][C:26]=1[S:31]([CH:34]1[CH2:39][CH2:38][NH:37][CH2:36][CH2:35]1)(=[O:33])=[O:32].CC(C)([O-])C.[Na+].C1C=CC(P(C2C(C3C(P(C4C=CC=CC=4)C4C=CC=CC=4)=CC=C4C=3C=CC=C4)=C3C(C=CC=C3)=CC=2)C2C=CC=CC=2)=CC=1, predict the reaction product. The product is: [CH2:1]([N:8]1[CH2:17][CH2:16][C:15]2[C:10](=[N:11][C:12]([N:37]3[CH2:36][CH2:35][CH:34]([S:31]([C:26]4[CH:27]=[CH:28][CH:29]=[CH:30][C:25]=4[F:24])(=[O:33])=[O:32])[CH2:39][CH2:38]3)=[C:13]([NH:18][CH:19]([CH3:21])[CH3:20])[N:14]=2)[CH2:9]1)[C:2]1[CH:7]=[CH:6][CH:5]=[CH:4][CH:3]=1. (4) Given the reactants [CH3:1][O:2][CH:3]([O:17][CH3:18])[CH2:4][N:5]1[C:14]2[C:9](=[N:10][CH:11]=[C:12]([F:15])[CH:13]=2)[CH2:8][CH2:7][C:6]1=[O:16].BrN1C(=O)CCC1=O.C(=O)([O-])[O-].[K+].[K+].[OH-].[Na+], predict the reaction product. The product is: [CH3:18][O:17][CH:3]([O:2][CH3:1])[CH2:4][N:5]1[C:14]2[C:9](=[N:10][CH:11]=[C:12]([F:15])[CH:13]=2)[CH:8]=[CH:7][C:6]1=[O:16]. (5) Given the reactants [Cl:1][C:2]1[CH:7]=[C:6]([O:8][CH3:9])[CH:5]=[CH:4][C:3]=1CC#N.[OH-:13].[K+].[CH2:15]([OH:18])[CH2:16]O, predict the reaction product. The product is: [Cl:1][C:2]1[CH:7]=[C:6]([O:8][CH3:9])[CH:5]=[CH:4][C:3]=1[CH2:16][C:15]([OH:18])=[O:13]. (6) Given the reactants [N:1]1[CH:6]=[CH:5][CH:4]=[CH:3][C:2]=1[C:7]1[N:11]=[C:10]([C:12]2[CH:17]=[C:16](Br)[CH:15]=[CH:14][C:13]=2[O:19][CH3:20])[O:9][N:8]=1, predict the reaction product. The product is: [N:1]1[CH:6]=[CH:5][CH:4]=[CH:3][C:2]=1[C:7]1[N:11]=[C:10]([C:12]2[CH:17]=[C:16]([C:2]3[CH:3]=[CH:4][CH:5]=[CH:6][N:1]=3)[CH:15]=[CH:14][C:13]=2[O:19][CH3:20])[O:9][N:8]=1. (7) The product is: [F:1][C:2]1[C:7]([F:8])=[C:6]([F:9])[CH:5]=[CH:4][C:3]=1[NH:10][CH:14]([CH3:16])[C:13]([OH:18])=[O:17]. Given the reactants [F:1][C:2]1[C:7]([F:8])=[C:6]([F:9])[CH:5]=[CH:4][C:3]=1[N+:10]([O-])=O.[C:13]([OH:18])(=[O:17])[C:14]([CH3:16])=O, predict the reaction product.